From a dataset of Forward reaction prediction with 1.9M reactions from USPTO patents (1976-2016). Predict the product of the given reaction. Given the reactants [O:1]=[C:2]1[C:11]2[C:6](=[CH:7][CH:8]=[CH:9][CH:10]=2)[N:5]=[C:4]([CH2:12][CH2:13][CH2:14][C:15]([OH:17])=[O:16])[NH:3]1.[O:18]([C@H:25]1[CH2:29][CH2:28][C@H:27]([NH2:30])[CH2:26]1)[C:19]1[CH:24]=[CH:23][CH:22]=[CH:21][CH:20]=1, predict the reaction product. The product is: [O:1]=[C:2]1[C:11]2[C:6](=[CH:7][CH:8]=[CH:9][CH:10]=2)[N:5]=[C:4]([CH2:12][CH2:13][CH2:14][C:15]([NH:30][C@H:27]2[CH2:28][CH2:29][C@H:25]([O:18][C:19]3[CH:24]=[CH:23][CH:22]=[CH:21][CH:20]=3)[CH2:26]2)=[O:17])[NH:3]1.[O:1]=[C:2]1[C:11]2[C:6](=[CH:7][CH:8]=[CH:9][CH:10]=2)[N:5]=[C:4]([CH2:12][CH2:13][CH2:14][C:15]([NH:30][C@@H:27]2[CH2:28][CH2:29][C@@H:25]([O:18][C:19]3[CH:24]=[CH:23][CH:22]=[CH:21][CH:20]=3)[CH2:26]2)=[O:16])[NH:3]1.